Dataset: Catalyst prediction with 721,799 reactions and 888 catalyst types from USPTO. Task: Predict which catalyst facilitates the given reaction. Reactant: [Cl:1][C:2]1[CH:3]=[C:4]([CH:6]=[CH:7][CH:8]=1)[NH2:5].C[Al](C)C.[CH3:13][C:14]1[N:18]([C:19]2[CH:20]=[N:21][C:22]([CH3:25])=[CH:23][CH:24]=2)[N:17]=[N:16][C:15]=1[C:26](OCC)=[O:27]. Product: [Cl:1][C:2]1[CH:3]=[C:4]([NH:5][C:26]([C:15]2[N:16]=[N:17][N:18]([C:19]3[CH:20]=[N:21][C:22]([CH3:25])=[CH:23][CH:24]=3)[C:14]=2[CH3:13])=[O:27])[CH:6]=[CH:7][CH:8]=1. The catalyst class is: 346.